This data is from Reaction yield outcomes from USPTO patents with 853,638 reactions. The task is: Predict the reaction yield, written as a fraction of the theoretical maximum amount of product (1.0 means a 100% yield; for example, 0.34 means a 34% yield). The reactants are [CH:1]1([N:7]2[CH2:11][CH2:10][CH2:9][CH2:8]2)[CH2:6][CH2:5][CH2:4][CH2:3][CH2:2]1.[CH3:12][I:13]. The catalyst is CO. The product is [I-:13].[CH3:12][N+:7]1([CH:1]2[CH2:6][CH2:5][CH2:4][CH2:3][CH2:2]2)[CH2:11][CH2:10][CH2:9][CH2:8]1. The yield is 0.860.